Predict the reactants needed to synthesize the given product. From a dataset of Full USPTO retrosynthesis dataset with 1.9M reactions from patents (1976-2016). Given the product [CH2:19]([O:18][C:16]([C:15]1[N:10]([CH3:11])[C:9]2[C:2]([Cl:1])=[CH:3][N:4]=[CH:5][C:6]=2[C:7]=1[NH2:8])=[O:17])[CH3:20], predict the reactants needed to synthesize it. The reactants are: [Cl:1][C:2]1[CH:3]=[N:4][CH:5]=[C:6]([C:9]=1[NH:10][CH3:11])[C:7]#[N:8].[H-].[Na+].Br[CH2:15][C:16]([O:18][CH2:19][CH3:20])=[O:17].C(OCC)C.